Dataset: Reaction yield outcomes from USPTO patents with 853,638 reactions. Task: Predict the reaction yield, written as a fraction of the theoretical maximum amount of product (1.0 means a 100% yield; for example, 0.34 means a 34% yield). (1) The reactants are [N+:1]([C:4]1[CH:9]=[CH:8][C:7]([N:10]2[CH2:15][CH2:14][N:13]([CH2:16][CH2:17][NH2:18])[CH2:12][CH2:11]2)=[CH:6][CH:5]=1)([O-:3])=[O:2].[CH3:19][C:20]1[N:24]([C:25]2[CH:30]=[CH:29][CH:28]=[CH:27][CH:26]=2)[N:23]=[C:22]([CH:31]=O)[CH:21]=1. No catalyst specified. The product is [CH3:19][C:20]1[N:24]([C:25]2[CH:26]=[CH:27][CH:28]=[CH:29][CH:30]=2)[N:23]=[C:22]([CH2:31][NH:18][CH2:17][CH2:16][N:13]2[CH2:12][CH2:11][N:10]([C:7]3[CH:6]=[CH:5][C:4]([N+:1]([O-:3])=[O:2])=[CH:9][CH:8]=3)[CH2:15][CH2:14]2)[CH:21]=1. The yield is 0.596. (2) The reactants are [NH2:1][C@H:2]([CH2:7][OH:8])[CH2:3][CH:4]([CH3:6])[CH3:5].[H-].[Na+].Cl[CH2:12][C:13]([CH3:15])=[CH2:14]. The catalyst is C1COCC1. The product is [CH3:14][C:13](=[CH2:12])[CH2:15][O:8][CH2:7][C@@H:2]([NH2:1])[CH2:3][CH:4]([CH3:6])[CH3:5]. The yield is 0.692. (3) The reactants are C([O:3][C:4](=O)[C:5]1[CH:10]=[C:9]([O:11][CH2:12][CH3:13])[C:8]([N:14]2[CH:18]=[CH:17][CH:16]=[CH:15]2)=[C:7]([O:19][CH2:20][CH3:21])[CH:6]=1)C.[H-].C([Al+]CC(C)C)C(C)C. The catalyst is C1(C)C=CC=CC=1. The product is [CH2:20]([O:19][C:7]1[CH:6]=[C:5]([CH2:4][OH:3])[CH:10]=[C:9]([O:11][CH2:12][CH3:13])[C:8]=1[N:14]1[CH:15]=[CH:16][CH:17]=[CH:18]1)[CH3:21]. The yield is 1.00. (4) The reactants are N[C:2]1[NH:7][C:6](=[O:8])[NH:5][C:4](=[O:9])[CH:3]=1.N1C=CC(=O)NC1=O.[N:18]([O-])=[O:19].[Na+]. The catalyst is C(O)(=O)C.O. The product is [N:18]([C:3]1[C:4](=[O:9])[NH:5][C:6](=[O:8])[NH:7][CH:2]=1)=[O:19]. The yield is 0.780.